This data is from Forward reaction prediction with 1.9M reactions from USPTO patents (1976-2016). The task is: Predict the product of the given reaction. (1) Given the reactants Cl[C:2]1[N:7]=[C:6]([C:8]2[N:17]=[C:16]3[C:11]([C:12]([NH:18][C:19]4[CH:24]=[CH:23][C:22]([C:25]([F:28])([F:27])[F:26])=[CH:21][N:20]=4)=[CH:13][CH:14]=[N:15]3)=[CH:10][CH:9]=2)[C:5]([C:29]([F:32])([F:31])[F:30])=[CH:4][N:3]=1, predict the reaction product. The product is: [F:28][C:25]([F:26])([F:27])[C:22]1[CH:23]=[CH:24][C:19]([NH:18][C:12]2[C:11]3[C:16](=[N:17][C:8]([C:6]4[C:5]([C:29]([F:30])([F:31])[F:32])=[CH:4][N:3]=[CH:2][N:7]=4)=[CH:9][CH:10]=3)[N:15]=[CH:14][CH:13]=2)=[N:20][CH:21]=1. (2) Given the reactants [NH:1]1[CH2:6][CH2:5][CH:4]([N:7]2[C:15]3[C:10](=[N:11][CH:12]=[CH:13][CH:14]=3)[NH:9][C:8]2=[O:16])[CH2:3][CH2:2]1.[CH2:17]([O:24][C:25]1[CH:30]=[C:29]([C:31]([C:33]2[CH:43]=[C:42]([CH3:44])[C:36]3[N:37]([CH3:41])[C:38](=[O:40])[O:39][C:35]=3[CH:34]=2)=[O:32])[CH:28]=[C:27](Cl)[N:26]=1)[C:18]1[CH:23]=[CH:22][CH:21]=[CH:20][CH:19]=1, predict the reaction product. The product is: [CH2:17]([O:24][C:25]1[N:26]=[C:27]([N:1]2[CH2:2][CH2:3][CH:4]([N:7]3[C:15]4[C:10](=[N:11][CH:12]=[CH:13][CH:14]=4)[NH:9][C:8]3=[O:16])[CH2:5][CH2:6]2)[CH:28]=[C:29]([C:31]([C:33]2[CH:43]=[C:42]([CH3:44])[C:36]3[N:37]([CH3:41])[C:38](=[O:40])[O:39][C:35]=3[CH:34]=2)=[O:32])[CH:30]=1)[C:18]1[CH:19]=[CH:20][CH:21]=[CH:22][CH:23]=1. (3) Given the reactants [C:1]1([C:7]2[N:8]=[C:9]([CH2:12][OH:13])[S:10][CH:11]=2)[CH:6]=[CH:5][CH:4]=[CH:3][CH:2]=1, predict the reaction product. The product is: [C:1]1([C:7]2[N:8]=[C:9]([CH:12]=[O:13])[S:10][CH:11]=2)[CH:2]=[CH:3][CH:4]=[CH:5][CH:6]=1. (4) Given the reactants [Cl:1][C:2]1[CH:3]=[C:4]2[C:8](=[CH:9][CH:10]=1)[N:7]([CH2:11][C:12]1[CH:19]=[CH:18][C:15]([C:16]#[N:17])=[CH:14][CH:13]=1)[C:6]([C:20]1[CH:21]=[N:22][CH:23]=[CH:24][CH:25]=1)=[C:5]2[CH3:26].[N-:27]=[N+:28]=[N-:29].[Na+].[Cl-].[NH4+].CN(C=[O:37])C, predict the reaction product. The product is: [NH4+:7].[OH-:37].[Cl:1][C:2]1[CH:3]=[C:4]2[C:8](=[CH:9][CH:10]=1)[N:7]([CH2:11][C:12]1[CH:13]=[CH:14][C:15]([C:16]3[N:27]=[N:28][NH:29][N:17]=3)=[CH:18][CH:19]=1)[C:6]([C:20]1[CH:21]=[N:22][CH:23]=[CH:24][CH:25]=1)=[C:5]2[CH3:26]. (5) Given the reactants [CH3:1][C:2]1([CH2:8][CH2:9][C:10]2[S:11][CH:12]=[C:13]([C:15]#[C:16][CH2:17][CH2:18][CH2:19][C:20]3[CH:25]=[CH:24][CH:23]=[CH:22][CH:21]=3)[CH:14]=2)[CH2:6][O:5][C:4](=[O:7])[NH:3]1, predict the reaction product. The product is: [CH3:1][C:2]1([CH2:8][CH2:9][C:10]2[S:11][CH:12]=[C:13]([CH2:15][CH2:16][CH2:17][CH2:18][CH2:19][C:20]3[CH:21]=[CH:22][CH:23]=[CH:24][CH:25]=3)[CH:14]=2)[CH2:6][O:5][C:4](=[O:7])[NH:3]1.